From a dataset of Peptide-MHC class I binding affinity with 185,985 pairs from IEDB/IMGT. Regression. Given a peptide amino acid sequence and an MHC pseudo amino acid sequence, predict their binding affinity value. This is MHC class I binding data. The peptide sequence is FLPSDFFPSI. The MHC is HLA-A02:07 with pseudo-sequence HLA-A02:07. The binding affinity (normalized) is 0.538.